Dataset: Catalyst prediction with 721,799 reactions and 888 catalyst types from USPTO. Task: Predict which catalyst facilitates the given reaction. (1) Reactant: [Br:1][C:2]1[CH:9]=[CH:8][C:5]([CH2:6][NH2:7])=[CH:4][CH:3]=1.C(N(CC)CC)C.[CH3:17][S:18](Cl)(=[O:20])=[O:19]. Product: [Br:1][C:2]1[CH:9]=[CH:8][C:5]([CH2:6][NH:7][S:18]([CH3:17])(=[O:20])=[O:19])=[CH:4][CH:3]=1. The catalyst class is: 4. (2) Reactant: [S:1]([CH2:4][C:5]1[CH:6]=[C:7]([CH:10]=[CH:11][CH:12]=1)[CH:8]=O)[C:2]#[N:3].[CH:13]1[CH:18]=[CH:17][C:16]([CH:19]([C:25]2[NH:29][CH:28]=[CH:27][CH:26]=2)[C:20]2[NH:24][CH:23]=[CH:22][CH:21]=2)=[CH:15][CH:14]=1.[NH4+:30].[Cl-].C([C:34]1[C:40](=O)[C:39](Cl)=[C:38](Cl)[C:36](=O)[C:35]=1[C:44]#N)#N. Product: [C:16]1([C:19]2[C:20]3[CH:21]=[CH:22][C:23]([N:24]=3)=[C:8]([C:7]3[CH:10]=[CH:11][CH:12]=[C:5]([CH2:4][S:1][C:2]#[N:3])[CH:6]=3)[C:28]3[NH:29][C:25]([C:19]([C:16]4[CH:17]=[CH:18][CH:13]=[CH:14][CH:15]=4)=[C:20]4[N:24]=[C:23]([C:44]([C:35]5[CH:34]=[CH:40][CH:39]=[CH:38][CH:36]=5)=[C:28]5[NH:30][C:25]=2[CH:26]=[CH:27]5)[CH:22]=[CH:21]4)=[CH:26][CH:27]=3)[CH:17]=[CH:18][CH:13]=[CH:14][CH:15]=1. The catalyst class is: 10.